From a dataset of Reaction yield outcomes from USPTO patents with 853,638 reactions. Predict the reaction yield, written as a fraction of the theoretical maximum amount of product (1.0 means a 100% yield; for example, 0.34 means a 34% yield). (1) The reactants are [CH2:1]([O:3][C:4]1[CH:5]=[C:6]([O:16][C:17]2[CH:18]=[N:19][C:20]([S:23]([CH3:26])(=[O:25])=[O:24])=[CH:21][CH:22]=2)[CH:7]=[C:8]2[C:12]=1[NH:11][C:10]([C:13]([OH:15])=O)=[CH:9]2)[CH3:2].[NH4+].O[N:29]1C2C=CC=CC=2N=N1.Cl.C(N=C=NCCCN(C)C)C. The catalyst is CN(C)C=O. The product is [CH2:1]([O:3][C:4]1[CH:5]=[C:6]([O:16][C:17]2[CH:18]=[N:19][C:20]([S:23]([CH3:26])(=[O:24])=[O:25])=[CH:21][CH:22]=2)[CH:7]=[C:8]2[C:12]=1[NH:11][C:10]([C:13]([NH2:29])=[O:15])=[CH:9]2)[CH3:2]. The yield is 0.820. (2) The reactants are [NH:1]1[CH:5]=[C:4]([C:6]2[C:7]3[CH:14]=[CH:13][N:12]([CH2:15][O:16][CH2:17][CH2:18][Si:19]([CH3:22])([CH3:21])[CH3:20])[C:8]=3[N:9]=[CH:10][N:11]=2)[CH:3]=[N:2]1.[F:23][C:24](=[C:34]1[CH2:37][N:36]([C:38]([O:40][C:41]([CH3:44])([CH3:43])[CH3:42])=[O:39])[CH2:35]1)[S:25]([C:28]1[CH:33]=[CH:32][CH:31]=[CH:30][CH:29]=1)(=[O:27])=[O:26].N12CCCN=C1CCCCC2.C(#N)C. No catalyst specified. The product is [F:23][CH:24]([S:25]([C:28]1[CH:33]=[CH:32][CH:31]=[CH:30][CH:29]=1)(=[O:26])=[O:27])[C:34]1([N:1]2[CH:5]=[C:4]([C:6]3[C:7]4[CH:14]=[CH:13][N:12]([CH2:15][O:16][CH2:17][CH2:18][Si:19]([CH3:22])([CH3:21])[CH3:20])[C:8]=4[N:9]=[CH:10][N:11]=3)[CH:3]=[N:2]2)[CH2:35][N:36]([C:38]([O:40][C:41]([CH3:44])([CH3:43])[CH3:42])=[O:39])[CH2:37]1. The yield is 1.00.